The task is: Predict the reactants needed to synthesize the given product.. This data is from Full USPTO retrosynthesis dataset with 1.9M reactions from patents (1976-2016). (1) Given the product [I:26][C:5]1[CH:4]=[C:3]([O:2][CH3:1])[N:8]=[CH:7][C:6]=1[NH:9][C:10](=[O:15])[C:11]([CH3:12])([CH3:14])[CH3:13], predict the reactants needed to synthesize it. The reactants are: [CH3:1][O:2][C:3]1[N:8]=[CH:7][C:6]([NH:9][C:10](=[O:15])[C:11]([CH3:14])([CH3:13])[CH3:12])=[CH:5][CH:4]=1.C([Li])(C)(C)C.CCCCC.[I:26]I.O. (2) Given the product [CH3:24][C:25]1[C:29]([C:30]([O:32][CH2:33][CH3:34])=[O:31])=[C:28]([CH3:35])[O:27][C:26]=1[C:36]([NH2:4])=[O:38], predict the reactants needed to synthesize it. The reactants are: Cl.C([N:4]=C=NCCCN(C)C)C.O.ON1C2C=CC=CC=2N=N1.[CH3:24][C:25]1[C:29]([C:30]([O:32][CH2:33][CH3:34])=[O:31])=[C:28]([CH3:35])[O:27][C:26]=1[C:36]([OH:38])=O.N. (3) The reactants are: [CH3:1][O:2][C:3]1[CH:8]=[CH:7][C:6]([CH2:9][NH:10][CH3:11])=[CH:5][C:4]=1[N+:12]([O-:14])=[O:13].[CH3:27][C:26]([O:25][C:23](O[C:23]([O:25][C:26]([CH3:29])([CH3:28])[CH3:27])=[O:24])=[O:24])([CH3:29])[CH3:28]. Given the product [CH3:1][O:2][C:3]1[CH:8]=[CH:7][C:6]([CH2:9][N:10]([CH3:11])[C:23](=[O:24])[O:25][C:26]([CH3:27])([CH3:28])[CH3:29])=[CH:5][C:4]=1[N+:12]([O-:14])=[O:13], predict the reactants needed to synthesize it. (4) Given the product [C:1]([C:5]1[N:10]=[CH:9][C:8]([C:11]2[N:12]([C:32]([N:49]3[CH2:48][CH2:47][N:46]([C:44]([C:40]4[N:39]([CH3:38])[CH:43]=[CH:42][CH:41]=4)=[O:45])[CH2:51][CH2:50]3)=[O:33])[C@@:13]([C:25]3[CH:26]=[CH:27][C:28]([Cl:31])=[CH:29][CH:30]=3)([CH3:24])[C@@:14]([C:17]3[CH:18]=[CH:19][C:20]([Cl:23])=[CH:21][CH:22]=3)([CH3:16])[N:15]=2)=[C:7]([O:35][CH2:36][CH3:37])[CH:6]=1)([CH3:2])([CH3:3])[CH3:4], predict the reactants needed to synthesize it. The reactants are: [C:1]([C:5]1[N:10]=[CH:9][C:8]([C:11]2[N:12]([C:32](Cl)=[O:33])[C@@:13]([C:25]3[CH:30]=[CH:29][C:28]([Cl:31])=[CH:27][CH:26]=3)([CH3:24])[C@@:14]([C:17]3[CH:22]=[CH:21][C:20]([Cl:23])=[CH:19][CH:18]=3)([CH3:16])[N:15]=2)=[C:7]([O:35][CH2:36][CH3:37])[CH:6]=1)([CH3:4])([CH3:3])[CH3:2].[CH3:38][N:39]1[CH:43]=[CH:42][CH:41]=[C:40]1[C:44]([N:46]1[CH2:51][CH2:50][NH:49][CH2:48][CH2:47]1)=[O:45]. (5) Given the product [Cl:15][C:16]1[CH:21]=[CH:20][C:19]([C@H:22]([NH:24][C:2]2[C:11]3[C:6](=[C:7]([O:12][CH3:13])[CH:8]=[CH:9][CH:10]=3)[N:5]=[C:4]([CH3:14])[CH:3]=2)[CH3:23])=[CH:18][CH:17]=1, predict the reactants needed to synthesize it. The reactants are: Cl[C:2]1[C:11]2[C:6](=[C:7]([O:12][CH3:13])[CH:8]=[CH:9][CH:10]=2)[N:5]=[C:4]([CH3:14])[CH:3]=1.[Cl:15][C:16]1[CH:21]=[CH:20][C:19]([C@H:22]([NH2:24])[CH3:23])=[CH:18][CH:17]=1. (6) Given the product [CH3:1][N:2]1[C:6]([S:31]([CH3:36])(=[O:33])=[O:30])=[CH:5][C:4]([CH:9]([C:17]2[NH:21][C:20]([C:22]3[S:23][C:24]([CH2:27][OH:28])=[CH:25][N:26]=3)=[CH:19][CH:18]=2)[CH2:10][CH:11]2[CH2:16][CH2:15][O:14][CH2:13][CH2:12]2)=[N:3]1, predict the reactants needed to synthesize it. The reactants are: [CH3:1][N:2]1[C:6](SC)=[CH:5][C:4]([CH:9]([C:17]2[NH:21][C:20]([C:22]3[S:23][C:24]([CH2:27][OH:28])=[CH:25][N:26]=3)=[CH:19][CH:18]=2)[CH2:10][CH:11]2[CH2:16][CH2:15][O:14][CH2:13][CH2:12]2)=[N:3]1.O[O:30][S:31]([O-:33])=O.[K+].O.[C:36](=O)([O-])O.[Na+]. (7) Given the product [CH3:1][O:2][C:3](=[O:17])[C@@H:4]([O:14][CH2:15][CH3:16])[CH2:5][C:6]1[CH:11]=[CH:10][C:9]([O:12][CH2:19][C:20]2[N:21]=[C:22]([C:25]3[CH:26]=[CH:27][C:28]([C:31]([F:34])([F:32])[F:33])=[CH:29][CH:30]=3)[S:23][CH:24]=2)=[CH:8][C:7]=1[CH3:13], predict the reactants needed to synthesize it. The reactants are: [CH3:1][O:2][C:3](=[O:17])[C@@H:4]([O:14][CH2:15][CH3:16])[CH2:5][C:6]1[CH:11]=[CH:10][C:9]([OH:12])=[CH:8][C:7]=1[CH3:13].Cl[CH2:19][C:20]1[N:21]=[C:22]([C:25]2[CH:30]=[CH:29][C:28]([C:31]([F:34])([F:33])[F:32])=[CH:27][CH:26]=2)[S:23][CH:24]=1.FC(F)(F)C1C=CC(C(N)=S)=CC=1.ClCC(CCl)=O.C(=O)([O-])[O-].[Cs+].[Cs+].[I-].[K+].